This data is from Reaction yield outcomes from USPTO patents with 853,638 reactions. The task is: Predict the reaction yield, written as a fraction of the theoretical maximum amount of product (1.0 means a 100% yield; for example, 0.34 means a 34% yield). The reactants are [Cl:1][C:2]1[CH:10]=[C:9]2[C:5]([C:6]([CH:11]=[O:12])=[CH:7][NH:8]2)=[CH:4][C:3]=1[C:13]1[CH:18]=[CH:17][C:16]([C:19]2([CH2:23][OH:24])[CH2:22][CH2:21][CH2:20]2)=[CH:15][CH:14]=1.CC(=CC)C.Cl([O-])=[O:31].[Na+].O.OP([O-])(O)=O.[Na+]. The catalyst is C(#N)C.C(O)(C)(C)C.O. The product is [Cl:1][C:2]1[CH:10]=[C:9]2[C:5]([C:6]([C:11]([OH:31])=[O:12])=[CH:7][NH:8]2)=[CH:4][C:3]=1[C:13]1[CH:18]=[CH:17][C:16]([C:19]2([CH2:23][OH:24])[CH2:22][CH2:21][CH2:20]2)=[CH:15][CH:14]=1. The yield is 0.320.